From a dataset of Reaction yield outcomes from USPTO patents with 853,638 reactions. Predict the reaction yield, written as a fraction of the theoretical maximum amount of product (1.0 means a 100% yield; for example, 0.34 means a 34% yield). (1) The reactants are [F:1][C:2]([F:23])([F:22])[C:3]([N:5]([C@@H:13]1[CH2:15][C@H:14]1[C:16]1[CH:21]=[CH:20][CH:19]=[CH:18][CH:17]=1)[CH2:6][CH:7]1[CH2:12][CH2:11][NH:10][CH2:9][CH2:8]1)=[O:4].C(=O)([O-])[O-].[K+].[K+].Br[CH2:31][CH2:32][OH:33]. The catalyst is C(#N)C. The product is [F:23][C:2]([F:1])([F:22])[C:3]([N:5]([CH2:6][CH:7]1[CH2:8][CH2:9][N:10]([CH2:31][CH2:32][OH:33])[CH2:11][CH2:12]1)[C@@H:13]1[CH2:15][C@H:14]1[C:16]1[CH:21]=[CH:20][CH:19]=[CH:18][CH:17]=1)=[O:4]. The yield is 0.558. (2) The reactants are [F:1][C:2]1[CH:3]=[CH:4][CH:5]=[C:6]2[C:10]=1[N:9]([Si:11]([CH:18]([CH3:20])[CH3:19])([CH:15]([CH3:17])[CH3:16])[CH:12]([CH3:14])[CH3:13])[CH:8]=[CH:7]2.C([Li])(CC)C.C(O[B:30]1[O:34][C:33]([CH3:36])([CH3:35])[C:32]([CH3:38])([CH3:37])[O:31]1)(C)C. The catalyst is C1COCC1. The product is [F:1][C:2]1[C:3]([B:30]2[O:34][C:33]([CH3:36])([CH3:35])[C:32]([CH3:38])([CH3:37])[O:31]2)=[CH:4][CH:5]=[C:6]2[C:10]=1[N:9]([Si:11]([CH:15]([CH3:17])[CH3:16])([CH:18]([CH3:20])[CH3:19])[CH:12]([CH3:13])[CH3:14])[CH:8]=[CH:7]2. The yield is 0.730. (3) The reactants are ClC(Cl)(Cl)C(O)=O.C[O:9][CH:10]=[CH:11][C:12]1[CH:17]=[CH:16][CH:15]=[C:14]([O:18][CH3:19])[C:13]=1[O:20][CH3:21]. The catalyst is ClCCl.O. The product is [CH3:21][O:20][C:13]1[C:14]([O:18][CH3:19])=[CH:15][CH:16]=[CH:17][C:12]=1[CH2:11][CH:10]=[O:9]. The yield is 1.00. (4) The reactants are [CH3:1][C:2]1[CH:11]=[C:10]([O:12][CH3:13])[CH:9]=[CH:8][C:3]=1[C:4]([O:6][CH3:7])=[O:5].[Br:14]N1C(=O)CCC1=O. The catalyst is C(OOC(=O)C1C=CC=CC=1)(=O)C1C=CC=CC=1.C(Cl)(Cl)(Cl)Cl. The product is [Br:14][CH2:1][C:2]1[CH:11]=[C:10]([O:12][CH3:13])[CH:9]=[CH:8][C:3]=1[C:4]([O:6][CH3:7])=[O:5]. The yield is 0.600. (5) The reactants are [N:1]1[CH:6]=[CH:5][N:4]=[CH:3][C:2]=1[C:7](=O)[CH3:8].C([O-])(=O)C.[NH4+:14]. The catalyst is CO.C([BH3-])#N.[Na+]. The product is [N:1]1[CH:6]=[CH:5][N:4]=[CH:3][C:2]=1[CH:7]([NH2:14])[CH3:8]. The yield is 0.750. (6) The reactants are [N:1]1([CH2:7][C:8]2[CH:22]=[CH:21][C:11]3[NH:12][C:13]([C:15]4[C:19]([NH2:20])=[CH:18][NH:17][N:16]=4)=[N:14][C:10]=3[CH:9]=2)[CH2:6][CH2:5][O:4][CH2:3][CH2:2]1.[F:23][C:24]1[CH:29]=[C:28]([F:30])[CH:27]=[CH:26][C:25]=1N=C=O.CC[N:36]([CH2:39]C)CC.CC([OH:44])C. The catalyst is C1(C)C=CC=CC=1.CCOC(C)=O. The product is [F:23][C:24]1[CH:25]=[CH:26][CH:27]=[C:28]([F:30])[C:29]=1[N:20]([C:19]1[C:15]([C:13]2[NH:12][C:11]3[CH:21]=[CH:22][C:8]([CH2:7][N:1]4[CH2:6][CH2:5][O:4][CH2:3][CH2:2]4)=[CH:9][C:10]=3[N:14]=2)=[N:16][NH:17][CH:18]=1)[C:39]([NH2:36])=[O:44]. The yield is 0.390. (7) The reactants are FC(F)(F)C(O)=O.[CH3:8][O:9][C:10](=[O:30])[CH2:11][C:12]1[C:21]([CH3:22])=[C:20]([CH:23]2[CH2:28][CH2:27][NH:26][CH2:25][CH2:24]2)[C:19]2[C:14](=[CH:15][CH:16]=[C:17]([F:29])[CH:18]=2)[CH:13]=1.C(N(CC)C(C)C)(C)C.[C:40]1([CH2:46][S:47](Cl)(=[O:49])=[O:48])[CH:45]=[CH:44][CH:43]=[CH:42][CH:41]=1. The catalyst is C(Cl)Cl. The product is [CH3:8][O:9][C:10](=[O:30])[CH2:11][C:12]1[C:21]([CH3:22])=[C:20]([CH:23]2[CH2:24][CH2:25][N:26]([S:47]([CH2:46][C:40]3[CH:45]=[CH:44][CH:43]=[CH:42][CH:41]=3)(=[O:49])=[O:48])[CH2:27][CH2:28]2)[C:19]2[C:14](=[CH:15][CH:16]=[C:17]([F:29])[CH:18]=2)[CH:13]=1. The yield is 0.790.